Predict the reactants needed to synthesize the given product. From a dataset of Full USPTO retrosynthesis dataset with 1.9M reactions from patents (1976-2016). Given the product [Br:16][C:14]1[N:15]=[C:10]([NH:8][C:6]2[CH:5]=[N:4][N:3]([CH2:1][CH3:2])[CH:7]=2)[C:11](=[O:18])[N:12]([CH3:17])[CH:13]=1, predict the reactants needed to synthesize it. The reactants are: [CH2:1]([N:3]1[CH:7]=[C:6]([NH2:8])[CH:5]=[N:4]1)[CH3:2].Br[C:10]1[C:11](=[O:18])[N:12]([CH3:17])[CH:13]=[C:14]([Br:16])[N:15]=1.C([O-])(=O)C.